This data is from Retrosynthesis with 50K atom-mapped reactions and 10 reaction types from USPTO. The task is: Predict the reactants needed to synthesize the given product. (1) Given the product CC(C)(C)c1ccc(-c2scc(C=NNC(=S)Nc3ccc(C(=O)O)cc3)c2O)cc1, predict the reactants needed to synthesize it. The reactants are: CC(C)(C)c1ccc(-c2scc(C=O)c2O)cc1.NNC(=S)Nc1ccc(C(=O)O)cc1. (2) Given the product C=CCc1ccccc1N(C)CC=C, predict the reactants needed to synthesize it. The reactants are: C=CCBr.C=CCc1ccccc1NC. (3) Given the product COC(=O)c1ccc(Oc2ccc(CC(NC(=O)OC(C)(C)C)C(=O)O)cc2)nc1, predict the reactants needed to synthesize it. The reactants are: CC(C)(C)OC(=O)N[C@@H](Cc1ccc(O)cc1)C(=O)O.COC(=O)c1ccc(Cl)nc1. (4) Given the product COC(=O)c1ccc(I)c(NS(C)(=O)=O)c1, predict the reactants needed to synthesize it. The reactants are: COC(=O)c1ccc(NS(C)(=O)=O)c(I)c1. (5) Given the product C=CCOc1ccc(C)c2c1C(C)(C)C(=O)N2, predict the reactants needed to synthesize it. The reactants are: C=CCI.Cc1ccc(O)c2c1NC(=O)C2(C)C.